Task: Predict the reactants needed to synthesize the given product.. Dataset: Full USPTO retrosynthesis dataset with 1.9M reactions from patents (1976-2016) Given the product [Cl:1][C:2]1[C:3](=[O:30])[N:4]([CH2:19][CH2:20][C:21]2[CH:29]=[CH:28][C:24]([C:25]([N:33]3[CH:32]=[CH:31][N:35]=[CH:34]3)=[O:26])=[CH:23][CH:22]=2)[C:5]([CH2:9][O:10][C:11]2[CH:16]=[CH:15][CH:14]=[C:13]([CH2:17][CH3:18])[CH:12]=2)=[C:6]([Cl:8])[CH:7]=1, predict the reactants needed to synthesize it. The reactants are: [Cl:1][C:2]1[C:3](=[O:30])[N:4]([CH2:19][CH2:20][C:21]2[CH:29]=[CH:28][C:24]([C:25](O)=[O:26])=[CH:23][CH:22]=2)[C:5]([CH2:9][O:10][C:11]2[CH:16]=[CH:15][CH:14]=[C:13]([CH2:17][CH3:18])[CH:12]=2)=[C:6]([Cl:8])[CH:7]=1.[CH:31]1[N:35]=[CH:34][N:33](C([N:33]2[CH:34]=[N:35][CH:31]=[CH:32]2)=O)[CH:32]=1.O.C(OCC)(=O)C.